From a dataset of Forward reaction prediction with 1.9M reactions from USPTO patents (1976-2016). Predict the product of the given reaction. (1) Given the reactants [OH:1][C@@:2]1([C:9]#[C:10][C:11]2[CH:12]=[C:13]([N:17]3[C:21]4=[N:22][CH:23]=[N:24][CH:25]=[C:20]4[C:19]([C:26]([O:28]CC)=O)=[N:18]3)[CH:14]=[CH:15][CH:16]=2)[CH2:6][CH2:5][N:4]([CH3:7])[C:3]1=[O:8].[NH3:31], predict the reaction product. The product is: [OH:1][C@@:2]1([C:9]#[C:10][C:11]2[CH:12]=[C:13]([N:17]3[C:21]4=[N:22][CH:23]=[N:24][CH:25]=[C:20]4[C:19]([C:26]([NH2:31])=[O:28])=[N:18]3)[CH:14]=[CH:15][CH:16]=2)[CH2:6][CH2:5][N:4]([CH3:7])[C:3]1=[O:8]. (2) Given the reactants COC(=O)C1C(C)=CC(C2C=CC=C(C(F)(F)F)C=2)=NC=1OC.Cl[C:25]1[N:30]=[C:29]([C:31]([N:33]2[CH2:38][CH2:37][CH:36]([N:39]3[CH2:43][CH2:42][CH2:41][CH2:40]3)[CH2:35][CH2:34]2)=[O:32])[C:28]([CH3:44])=[CH:27][C:26]=1[C:45]1[CH:50]=[CH:49][CH:48]=[C:47]([C:51]([F:54])([F:53])[F:52])[CH:46]=1.[CH3:55][N:56]1[CH:60]=[C:59](B2OC(C)(C)C(C)(C)O2)[CH:58]=[N:57]1, predict the reaction product. The product is: [CH3:44][C:28]1[C:29]([C:31]([N:33]2[CH2:38][CH2:37][CH:36]([N:39]3[CH2:43][CH2:42][CH2:41][CH2:40]3)[CH2:35][CH2:34]2)=[O:32])=[N:30][C:25]([C:59]2[CH:58]=[N:57][N:56]([CH3:55])[CH:60]=2)=[C:26]([C:45]2[CH:50]=[CH:49][CH:48]=[C:47]([C:51]([F:54])([F:53])[F:52])[CH:46]=2)[CH:27]=1. (3) Given the reactants [Cl:1][C:2]1[CH:10]=[C:9]([CH2:11][C:12]([O:14][CH3:15])=[O:13])[C:8]2[C:4](=[CH:5][N:6]([CH2:16][O:17][CH2:18][CH2:19][Si:20]([CH3:23])([CH3:22])[CH3:21])[N:7]=2)[CH:3]=1.C(NC1C=CC(S([N:37]=[N+:38]=[N-])(=O)=O)=CC=1)(=O)C.N12CCCN=C1CCCCC2, predict the reaction product. The product is: [Cl:1][C:2]1[CH:10]=[C:9]([C:11](=[N+:37]=[N-:38])[C:12]([O:14][CH3:15])=[O:13])[C:8]2[C:4](=[CH:5][N:6]([CH2:16][O:17][CH2:18][CH2:19][Si:20]([CH3:21])([CH3:23])[CH3:22])[N:7]=2)[CH:3]=1. (4) Given the reactants [N+:1]([C:4]1[CH:12]=[CH:11][C:7]2[NH:8][N:9]=[N:10][C:6]=2[CH:5]=1)([O-:3])=[O:2].[N+:13]([O-])([OH:15])=[O:14], predict the reaction product. The product is: [N+:13]([C:12]1[C:4]([N+:1]([O-:3])=[O:2])=[CH:5][C:6]2[NH:10][N:9]=[N:8][C:7]=2[CH:11]=1)([O-:15])=[O:14]. (5) Given the reactants Br[CH2:2][C:3]([C:5]1[CH:10]=[CH:9][N:8]=[C:7]([Cl:11])[N:6]=1)=O.[O:12]=[C:13]1[CH2:29][C:28](=O)[C:16]2([CH2:20][N:19]([C:21]([O:23][C:24]([CH3:27])([CH3:26])[CH3:25])=[O:22])[CH2:18][CH2:17]2)[CH2:15][NH:14]1.C([O-])(=O)C.[NH4+:35], predict the reaction product. The product is: [Cl:11][C:7]1[N:6]=[C:5]([C:3]2[NH:35][C:28]3[C:16]4([CH2:17][CH2:18][N:19]([C:21]([O:23][C:24]([CH3:27])([CH3:26])[CH3:25])=[O:22])[CH2:20]4)[CH2:15][NH:14][C:13](=[O:12])[C:29]=3[CH:2]=2)[CH:10]=[CH:9][N:8]=1. (6) Given the reactants [NH2:1][C:2]1[C:3]([F:22])=[C:4]([C:9]([C:11]2[C:19]3[C:18]([O:20][CH3:21])=[N:17][CH:16]=[N:15][C:14]=3[NH:13][CH:12]=2)=[O:10])[C:5]([F:8])=[CH:6][CH:7]=1.[CH2:23]([C:25]1[CH:30]=[CH:29][C:28]([S:31](Cl)(=[O:33])=[O:32])=[CH:27][CH:26]=1)[CH3:24], predict the reaction product. The product is: [F:22][C:3]1[C:4]([C:9]([C:11]2[C:19]3[C:18]([O:20][CH3:21])=[N:17][CH:16]=[N:15][C:14]=3[NH:13][CH:12]=2)=[O:10])=[C:5]([F:8])[CH:6]=[CH:7][C:2]=1[NH:1][S:31]([C:28]1[CH:29]=[CH:30][C:25]([CH2:23][CH3:24])=[CH:26][CH:27]=1)(=[O:33])=[O:32]. (7) Given the reactants [CH2:1](O)[CH3:2].Cl.[F:5][C:6]1[CH:7]=[CH:8][C:9]([OH:28])=[C:10]([CH2:12][CH2:13][NH:14][CH:15]2[CH2:24][CH2:23][CH2:22][C:21]3[N:20]=[C:19]([C:25]([OH:27])=[O:26])[CH:18]=[CH:17][C:16]2=3)[CH:11]=1.C(=O)(O)[O-].[Na+], predict the reaction product. The product is: [F:5][C:6]1[CH:7]=[CH:8][C:9]([OH:28])=[C:10]([CH2:12][CH2:13][NH:14][CH:15]2[CH2:24][CH2:23][CH2:22][C:21]3[N:20]=[C:19]([C:25]([O:27][CH2:1][CH3:2])=[O:26])[CH:18]=[CH:17][C:16]2=3)[CH:11]=1.